Dataset: Forward reaction prediction with 1.9M reactions from USPTO patents (1976-2016). Task: Predict the product of the given reaction. (1) Given the reactants [F:1][C:2]1[CH:7]=[CH:6][C:5]([C:8]2[N:9]=[C:10]3[CH:15]=[CH:14][C:13]([C:16]#[N:17])=[CH:12][N:11]3[CH:18]=2)=[CH:4][CH:3]=1.Cl.[NH2:20][OH:21].C(N(CC)CC)C, predict the reaction product. The product is: [F:1][C:2]1[CH:3]=[CH:4][C:5]([C:8]2[N:9]=[C:10]3[CH:15]=[CH:14][C:13]([C:16]([NH:20][OH:21])=[NH:17])=[CH:12][N:11]3[CH:18]=2)=[CH:6][CH:7]=1. (2) Given the reactants Br.Br.[CH3:3][C@@H:4]1[CH2:9][NH:8][C@H:7]([CH3:10])[CH2:6][NH:5]1.[Cl:11][C:12]1[C:21]2[C:16](=[CH:17][CH:18]=[CH:19][CH:20]=2)[C:15](Cl)=[N:14][N:13]=1.C(=O)([O-])[O-].[K+].[K+].CN1CCCC1=O, predict the reaction product. The product is: [Cl:11][C:12]1[C:21]2[C:16](=[CH:17][CH:18]=[CH:19][CH:20]=2)[C:15]([N:5]2[CH2:6][C@@H:7]([CH3:10])[NH:8][CH2:9][C@H:4]2[CH3:3])=[N:14][N:13]=1. (3) Given the reactants [Cl:1][C:2]1[CH:3]=[C:4]([CH:25]=[CH:26][CH:27]=1)[C:5]([N:7]=[C:8]1[N:12]([CH2:13][C:14]([O:16]CC)=[O:15])[C:11]2[CH:19]=[CH:20][C:21]([O:23][CH3:24])=[CH:22][C:10]=2[S:9]1)=[O:6].O1CCCC1.[OH-].[Na+], predict the reaction product. The product is: [Cl:1][C:2]1[CH:3]=[C:4]([CH:25]=[CH:26][CH:27]=1)[C:5]([N:7]=[C:8]1[N:12]([CH2:13][C:14]([OH:16])=[O:15])[C:11]2[CH:19]=[CH:20][C:21]([O:23][CH3:24])=[CH:22][C:10]=2[S:9]1)=[O:6]. (4) Given the reactants [CH3:1][N:2]1[C:6]2=[N:7][C:8]([O:11][CH2:12][C:13]([O:15]CC)=[O:14])=[CH:9][CH:10]=[C:5]2[C:4]([C:18]2[CH:23]=[CH:22][CH:21]=[CH:20][CH:19]=2)=[N:3]1.[Li+].[OH-].Cl, predict the reaction product. The product is: [CH3:1][N:2]1[C:6]2=[N:7][C:8]([O:11][CH2:12][C:13]([OH:15])=[O:14])=[CH:9][CH:10]=[C:5]2[C:4]([C:18]2[CH:23]=[CH:22][CH:21]=[CH:20][CH:19]=2)=[N:3]1. (5) Given the reactants [Cl:1][C:2]1[CH:7]=[CH:6][C:5]([NH:8][C:9]2[CH:10]=[CH:11][C:12]([C:15](=[N:17]O)[CH3:16])=[N:13][CH:14]=2)=[C:4]([C:19]([F:22])([F:21])[F:20])[CH:3]=1.Cl.O, predict the reaction product. The product is: [NH2:17][CH:15]([C:12]1[N:13]=[CH:14][C:9]([NH:8][C:5]2[CH:6]=[CH:7][C:2]([Cl:1])=[CH:3][C:4]=2[C:19]([F:22])([F:21])[F:20])=[CH:10][CH:11]=1)[CH3:16]. (6) Given the reactants [CH3:1][N:2]([C@H:29]1[C:38]2[C:33](=[CH:34][CH:35]=[CH:36][CH:37]=2)[C@@H:32]([OH:39])[CH2:31][CH2:30]1)[C:3]([C:5]1[N:6]=[C:7]([CH:10]2[CH2:15][CH2:14][N:13]([C:16](=[O:28])[CH2:17][N:18]3[C:22]([CH3:23])=[CH:21][C:20]([C:24]([F:27])([F:26])[F:25])=[N:19]3)[CH2:12][CH2:11]2)[S:8][CH:9]=1)=[O:4], predict the reaction product. The product is: [CH3:1][N:2]([CH:29]1[C:38]2[C:33](=[CH:34][CH:35]=[CH:36][CH:37]=2)[C:32](=[O:39])[CH2:31][CH2:30]1)[C:3]([C:5]1[N:6]=[C:7]([CH:10]2[CH2:11][CH2:12][N:13]([C:16](=[O:28])[CH2:17][N:18]3[C:22]([CH3:23])=[CH:21][C:20]([C:24]([F:27])([F:26])[F:25])=[N:19]3)[CH2:14][CH2:15]2)[S:8][CH:9]=1)=[O:4]. (7) Given the reactants C(N(CC)CC)C.[C:8]1([C:17]2[CH:22]=[CH:21][CH:20]=[CH:19][CH:18]=2)[CH:13]=[CH:12][C:11]([C:14](Cl)=[O:15])=[CH:10][CH:9]=1.[NH2:23][C:24]1[CH:28]=[CH:27][S:26][C:25]=1[C:29]([O:31][CH3:32])=[O:30].O, predict the reaction product. The product is: [C:8]1([C:17]2[CH:22]=[CH:21][CH:20]=[CH:19][CH:18]=2)[CH:13]=[CH:12][C:11]([C:14]([NH:23][C:24]2[CH:28]=[CH:27][S:26][C:25]=2[C:29]([O:31][CH3:32])=[O:30])=[O:15])=[CH:10][CH:9]=1.